From a dataset of Forward reaction prediction with 1.9M reactions from USPTO patents (1976-2016). Predict the product of the given reaction. (1) Given the reactants [C:1]1([C:7]2[O:8][C:9]([C:14]([F:17])([F:16])[F:15])=[C:10]([CH2:12]O)[N:11]=2)[CH:6]=[CH:5][CH:4]=[CH:3][CH:2]=1.S(Cl)([Cl:20])=O, predict the reaction product. The product is: [Cl:20][CH2:12][C:10]1[N:11]=[C:7]([C:1]2[CH:6]=[CH:5][CH:4]=[CH:3][CH:2]=2)[O:8][C:9]=1[C:14]([F:17])([F:16])[F:15]. (2) Given the reactants [CH3:1][O:2][C:3]1[CH:26]=[CH:25][C:6]([C:7]([NH:9][C:10]2[C:11]([NH:16][C:17]([CH:19]3[CH2:24][CH2:23][NH:22][CH2:21][CH2:20]3)=[O:18])=[CH:12][CH:13]=[CH:14][CH:15]=2)=[O:8])=[CH:5][CH:4]=1.[N+:27]([C:30]1[CH:37]=[CH:36][CH:35]=[CH:34][C:31]=1[CH:32]=O)([O-:29])=[O:28], predict the reaction product. The product is: [CH3:1][O:2][C:3]1[CH:4]=[CH:5][C:6]([C:7]([NH:9][C:10]2[C:11]([NH:16][C:17]([CH:19]3[CH2:20][CH2:21][N:22]([CH2:32][C:31]4[CH:34]=[CH:35][CH:36]=[CH:37][C:30]=4[N+:27]([O-:29])=[O:28])[CH2:23][CH2:24]3)=[O:18])=[CH:12][CH:13]=[CH:14][CH:15]=2)=[O:8])=[CH:25][CH:26]=1. (3) Given the reactants [CH3:1][C:2]1[CH:11]=[CH:10][C:9]2[C:4](=[CH:5][CH:6]=[CH:7][C:8]=2[O:12][CH2:13][CH2:14][N:15]2[CH2:20][CH2:19][CH:18]([CH2:21][C:22]3[CH:23]=[C:24]([CH:28]=[CH:29][CH:30]=3)[C:25](O)=[O:26])[CH2:17][CH2:16]2)[N:3]=1.[CH:31]([NH2:34])([CH3:33])[CH3:32], predict the reaction product. The product is: [CH:31]([NH:34][C:25](=[O:26])[C:24]1[CH:28]=[CH:29][CH:30]=[C:22]([CH2:21][CH:18]2[CH2:19][CH2:20][N:15]([CH2:14][CH2:13][O:12][C:8]3[CH:7]=[CH:6][CH:5]=[C:4]4[C:9]=3[CH:10]=[CH:11][C:2]([CH3:1])=[N:3]4)[CH2:16][CH2:17]2)[CH:23]=1)([CH3:33])[CH3:32]. (4) Given the reactants [C:1]([O:5][C@@H:6]([C:11]1[C:40]([CH3:41])=[CH:39][C:38]2=[N:42][C:35]3=[CH:36][N:37]2[C:12]=1[N:13]1[CH2:48][CH2:47][C:16]([CH3:49])([O:17][CH2:18][CH2:19][CH2:20][CH2:21][C@H:22]([CH3:46])[O:23][C:24]2[CH:25]=[C:26]([F:45])[C:27]([F:44])=[CH:28][C:29]=2[C:30]2[CH:43]=[C:34]3[CH:33]=[CH:32][CH:31]=2)[CH2:15][CH2:14]1)[C:7]([O:9]C)=[O:8])([CH3:4])([CH3:3])[CH3:2].[F:50][B-](F)(F)F.ClC1C=CC=C(Cl)[N+]=1F.O.O[Li].O, predict the reaction product. The product is: [C:1]([O:5][C@@H:6]([C:11]1[C:40]([CH3:41])=[CH:39][C:38]2=[N:42][C:35]3=[C:36]([F:50])[N:37]2[C:12]=1[N:13]1[CH2:48][CH2:47][C:16]([CH3:49])([O:17][CH2:18][CH2:19][CH2:20][CH2:21][C@H:22]([CH3:46])[O:23][C:24]2[CH:25]=[C:26]([F:45])[C:27]([F:44])=[CH:28][C:29]=2[C:30]2[CH:43]=[C:34]3[CH:33]=[CH:32][CH:31]=2)[CH2:15][CH2:14]1)[C:7]([OH:9])=[O:8])([CH3:4])([CH3:2])[CH3:3]. (5) The product is: [OH:1][C:2]1[CH:3]=[C:4]([CH:9]=[C:10]([OH:13])[C:11]=1[OH:12])[C:5]([O:7][CH2:8][CH3:14])=[O:6]. Given the reactants [OH:1][C:2]1[CH:3]=[C:4]([CH:9]=[C:10]([OH:13])[C:11]=1[OH:12])[C:5]([O:7][CH3:8])=[O:6].[CH3:14]CO, predict the reaction product. (6) Given the reactants [O:1]1[C:6]2[CH:7]=[CH:8][CH:9]=[CH:10][C:5]=2[O:4][CH2:3][CH:2]1[CH2:11][N:12]1[CH2:17][CH2:16][CH2:15][C:14]([CH2:19][O:20][CH3:21])([CH3:18])[CH2:13]1.[CH2:22](Br)[CH:23]=C, predict the reaction product. The product is: [CH2:21]([O:20][CH2:19][C:14]1([CH3:18])[CH2:15][CH2:16][CH2:17][N:12]([CH2:11][CH:2]2[O:1][C:6]3[CH:7]=[CH:8][CH:9]=[CH:10][C:5]=3[O:4][CH2:3]2)[CH2:13]1)[CH:22]=[CH2:23]. (7) Given the reactants [O:1]=[C:2]1[O:8][C@H:7]([C@H:9]([CH2:11][OH:12])[OH:10])[C:5]([OH:6])=[C:3]1[OH:4].[CH2:30]([OH:31])[C@H:22]1[O:23][C@@H:24]([O:20][C@H:21]2[C@H:26]([OH:27])[C@@H:25]([OH:28])[C@H:24](O)[O:23][C@@H:22]2[CH2:30][OH:31])[C@H:25]([OH:28])[C@@H:26]([OH:27])[C@@H:21]1[OH:20].[C@@H]1(OC[C@H](O)[C@H]2OC(=O)C(O)=C2O)O[C@H](CO)[C@@H](O)[C@H](O)[C@H]1O.[C@@H]1(OC2C(O[C@H]([C@H](CO)O)C=2O)=O)O[C@H](CO)[C@@H](O)[C@H](O)[C@H]1O, predict the reaction product. The product is: [C@@H:24]1([C@:7]2([C@H:9]([CH2:11][OH:12])[OH:10])[O:8][C:2](=[O:1])[C:3]([OH:4])=[C:5]2[OH:6])[O:23][C@H:22]([CH2:30][OH:31])[C@@H:21]([OH:20])[C@H:26]([OH:27])[C@H:25]1[OH:28].